Dataset: Full USPTO retrosynthesis dataset with 1.9M reactions from patents (1976-2016). Task: Predict the reactants needed to synthesize the given product. (1) Given the product [CH3:22][N:11]([CH2:10][C:2]1[N:3]([CH2:25][C:26]2[CH:31]=[CH:30][CH:29]=[CH:28][N:27]=2)[C:4]2[CH:9]=[CH:8][CH:7]=[CH:6][C:5]=2[N:1]=1)[CH:12]1[C:21]2[N:20]=[CH:19][CH:18]=[CH:17][C:16]=2[CH2:15][CH2:14][CH2:13]1, predict the reactants needed to synthesize it. The reactants are: [NH:1]1[C:5]2[CH:6]=[CH:7][CH:8]=[CH:9][C:4]=2[N:3]=[C:2]1[CH2:10][N:11]([CH3:22])[CH:12]1[C:21]2[N:20]=[CH:19][CH:18]=[CH:17][C:16]=2[CH2:15][CH2:14][CH2:13]1.Cl.Cl[CH2:25][C:26]1[CH:31]=[CH:30][CH:29]=[CH:28][N:27]=1.C([O-])([O-])=O.[K+].[K+]. (2) Given the product [CH3:25][C:20]1[CH:19]=[C:18]([N:5]([CH2:6][CH2:7][C:8]2[CH:13]=[CH:12][C:11]([C:14]([F:17])([F:16])[F:15])=[CH:10][CH:9]=2)[C:3](=[O:4])[CH2:2][N:32]2[C:33]3[C:29](=[N:28][CH:27]=[N:26][CH:34]=3)[N:30]=[CH:31]2)[CH:23]=[CH:22][C:21]=1[CH3:24], predict the reactants needed to synthesize it. The reactants are: Br[CH2:2][C:3]([N:5]([C:18]1[CH:23]=[CH:22][C:21]([CH3:24])=[C:20]([CH3:25])[CH:19]=1)[CH2:6][CH2:7][C:8]1[CH:13]=[CH:12][C:11]([C:14]([F:17])([F:16])[F:15])=[CH:10][CH:9]=1)=[O:4].[N:26]1[CH:34]=[C:33]2[C:29]([N:30]=[CH:31][NH:32]2)=[N:28][CH:27]=1. (3) The reactants are: [O:1]([CH2:8][C@@H:9]1[CH2:13]C[CH2:11][N:10]1[C:14]([O:16][C:17]([CH3:20])([CH3:19])[CH3:18])=[O:15])[C:2]1[CH:7]=[CH:6][CH:5]=[CH:4][CH:3]=1.CC1C=CC(S(OC[C@@H]2CCN2C(OC(C)(C)C)=O)(=O)=O)=CC=1. Given the product [O:1]([CH2:8][C@@H:9]1[CH2:13][CH2:11][N:10]1[C:14]([O:16][C:17]([CH3:18])([CH3:19])[CH3:20])=[O:15])[C:2]1[CH:3]=[CH:4][CH:5]=[CH:6][CH:7]=1, predict the reactants needed to synthesize it. (4) Given the product [O:24]=[C:25]([CH3:29])[CH:26]([C:6]1[CH:7]=[CH:8][O:4][C:5]=1[C:9]([OH:11])=[O:10])[CH3:27], predict the reactants needed to synthesize it. The reactants are: ClCCl.[O:4]1[CH:8]=[CH:7][CH:6]=[C:5]1[C:9]([OH:11])=[O:10].Cl.C(N=C=NCCCN(C)C)C.[OH:24][CH:25]([CH3:29])[C:26](=O)[CH3:27].